Dataset: Full USPTO retrosynthesis dataset with 1.9M reactions from patents (1976-2016). Task: Predict the reactants needed to synthesize the given product. (1) Given the product [OH:20][C:21]([CH3:48])([CH3:49])[CH2:22][C@@:23]1([C:42]2[CH:47]=[CH:46][CH:45]=[CH:44][CH:43]=2)[O:28][C:27](=[O:29])[N:26]([C@H:30]([C:32]2[CH:41]=[CH:40][C:35]([C:36]3[O:37][C:2]([CH3:3])=[N:39][N:38]=3)=[CH:34][CH:33]=2)[CH3:31])[CH2:25][CH2:24]1, predict the reactants needed to synthesize it. The reactants are: N1C(C)=CC=[CH:3][C:2]=1C.C(Cl)(=O)C(Cl)=O.CNC(=O)C.[OH:20][C:21]([CH3:49])([CH3:48])[CH2:22][C@@:23]1([C:42]2[CH:47]=[CH:46][CH:45]=[CH:44][CH:43]=2)[O:28][C:27](=[O:29])[N:26]([C@H:30]([C:32]2[CH:41]=[CH:40][C:35]([C:36]([NH:38][NH2:39])=[O:37])=[CH:34][CH:33]=2)[CH3:31])[CH2:25][CH2:24]1. (2) Given the product [C:15]([O:18][CH2:19][CH2:20][C@@H:21]([NH:25][C:26]1[C:31]([CH2:32][C:33]2[CH:38]=[CH:37][C:36]([O:39][CH2:40][CH2:41][CH2:42][O:43][S:2]([CH3:1])(=[O:4])=[O:3])=[CH:35][C:34]=2[O:44][CH3:45])=[C:30]([CH3:46])[N:29]=[C:28]([NH2:47])[N:27]=1)[CH2:22][CH2:23][CH3:24])(=[O:17])[CH3:16], predict the reactants needed to synthesize it. The reactants are: [CH3:1][S:2](Cl)(=[O:4])=[O:3].C(N(C(C)C)CC)(C)C.[C:15]([O:18][CH2:19][CH2:20][C@@H:21]([NH:25][C:26]1[C:31]([CH2:32][C:33]2[CH:38]=[CH:37][C:36]([O:39][CH2:40][CH2:41][CH2:42][OH:43])=[CH:35][C:34]=2[O:44][CH3:45])=[C:30]([CH3:46])[N:29]=[C:28]([NH2:47])[N:27]=1)[CH2:22][CH2:23][CH3:24])(=[O:17])[CH3:16]. (3) Given the product [I:11][C:7]1[CH:6]=[C:3]([CH:4]=[O:5])[C:2]2[O:1][C:13]([CH2:14][CH2:15][CH3:16])=[CH:12][C:9]=2[CH:8]=1, predict the reactants needed to synthesize it. The reactants are: [OH:1][C:2]1[C:9](I)=[CH:8][C:7]([I:11])=[CH:6][C:3]=1[CH:4]=[O:5].[CH:12]#[C:13][CH2:14][CH2:15][CH3:16]. (4) Given the product [CH:30]1[C:31]([Cl:33])=[CH:32][C:24]([Cl:23])=[C:25]([C:26](/[C:12](/[C:13]#[N:14])=[C:7]2/[NH:8][C:9]3[CH:10]=[CH:11][C:2]([Cl:1])=[CH:3][C:4]=3[C:5]([NH:6]/2)=[O:15])=[O:27])[CH:29]=1, predict the reactants needed to synthesize it. The reactants are: [Cl:1][C:2]1[CH:3]=[C:4]2[C:9](=[CH:10][CH:11]=1)[NH:8][C:7]([CH2:12][C:13]#[N:14])=[N:6][C:5]2=[O:15].C(N(CC)CC)C.[Cl:23][C:24]1[CH:32]=[C:31]([Cl:33])[CH:30]=[CH:29][C:25]=1[C:26](Cl)=[O:27]. (5) The reactants are: [Cl:1][C:2]1[CH:10]=[CH:9][C:5]([C:6](Cl)=[O:7])=[CH:4][C:3]=1[NH:11][C:12](=[O:22])[C:13]1[CH:18]=[CH:17][C:16]([CH2:19][CH2:20][CH3:21])=[CH:15][CH:14]=1.Cl.Cl.[CH3:25][N:26]([CH3:34])[C:27]1[CH:28]=[C:29]([CH:31]=[CH:32][CH:33]=1)[NH2:30]. Given the product [Cl:1][C:2]1[CH:10]=[CH:9][C:5]([C:6]([NH:30][C:29]2[CH:31]=[CH:32][CH:33]=[C:27]([N:26]([CH3:34])[CH3:25])[CH:28]=2)=[O:7])=[CH:4][C:3]=1[NH:11][C:12](=[O:22])[C:13]1[CH:18]=[CH:17][C:16]([CH2:19][CH2:20][CH3:21])=[CH:15][CH:14]=1, predict the reactants needed to synthesize it. (6) Given the product [Br:1][C:2]1[CH:3]=[C:4]2[C:9](=[CH:10][CH:11]=1)[N:8]=[CH:7][C:6]([N:12]1[CH2:17][CH2:16][O:15][CH2:14][CH2:13]1)=[C:5]2[O:20][CH3:19], predict the reactants needed to synthesize it. The reactants are: [Br:1][C:2]1[CH:3]=[C:4]2[C:9](=[CH:10][CH:11]=1)[N:8]=[CH:7][C:6]([N:12]1[CH2:17][CH2:16][O:15][CH2:14][CH2:13]1)=[C:5]2Cl.[CH3:19][O-:20].[Na+].